Regression/Classification. Given a drug SMILES string, predict its absorption, distribution, metabolism, or excretion properties. Task type varies by dataset: regression for continuous measurements (e.g., permeability, clearance, half-life) or binary classification for categorical outcomes (e.g., BBB penetration, CYP inhibition). Dataset: cyp2c19_veith. From a dataset of CYP2C19 inhibition data for predicting drug metabolism from PubChem BioAssay. (1) The molecule is Oc1ccc2oc3c(c2c1)CCCC3. The result is 1 (inhibitor). (2) The compound is Cc1cccc(/C=N/n2c(C)nnc2C)c1. The result is 0 (non-inhibitor). (3) The molecule is O=C(O)Cc1cccnc1. The result is 0 (non-inhibitor). (4) The molecule is COc1ccc2[nH]c(I)c(CCNC(C)=O)c2c1. The result is 1 (inhibitor). (5) The molecule is CCCC.CCCCCCCC.CCCCCCCCCCCCCCC/C=C\[C@H](O)[C@@H](NC(=O)CCCCCCCCCCCCC)OC. The result is 0 (non-inhibitor).